Predict the reaction yield, written as a fraction of the theoretical maximum amount of product (1.0 means a 100% yield; for example, 0.34 means a 34% yield). From a dataset of Reaction yield outcomes from USPTO patents with 853,638 reactions. (1) The reactants are [Br:1][C:2]1[CH:3]=[C:4]([O:27][CH:28]([CH3:30])[CH3:29])[C:5]([CH3:26])=[C:6]([CH:25]=1)[CH2:7][N:8]([CH2:19][CH:20](OC)OC)S(C1C=CC(C)=CC=1)(=O)=O. The catalyst is Cl.O1CCOCC1. The product is [Br:1][C:2]1[CH:3]=[C:4]([O:27][CH:28]([CH3:30])[CH3:29])[C:5]([CH3:26])=[C:6]2[C:25]=1[CH:20]=[CH:19][N:8]=[CH:7]2. The yield is 0.610. (2) The reactants are [CH3:1][C:2]1[N:6]2[C:7]3[C:12]([CH:13]=[CH:14][C:5]2=[C:4]([C:18]([O:20][CH2:21][CH3:22])=[O:19])[N:3]=1)=[C:11]([CH2:15][CH:16]=O)[CH:10]=[CH:9][CH:8]=3.[CH3:23][C:24]1[CH:33]=[CH:32][C:31]2[C:26](=[CH:27][CH:28]=[CH:29][C:30]=2[CH:34]2[CH2:39][CH2:38][NH:37][CH2:36][CH2:35]2)[N:25]=1.C(O[BH-](OC(=O)C)OC(=O)C)(=O)C.[Na+].[Cl:54]CCCl. No catalyst specified. The product is [ClH:54].[ClH:54].[CH3:1][C:2]1[N:6]2[C:7]3[C:12]([CH:13]=[CH:14][C:5]2=[C:4]([C:18]([O:20][CH2:21][CH3:22])=[O:19])[N:3]=1)=[C:11]([CH2:15][CH2:16][N:37]1[CH2:38][CH2:39][CH:34]([C:30]2[CH:29]=[CH:28][CH:27]=[C:26]4[C:31]=2[CH:32]=[CH:33][C:24]([CH3:23])=[N:25]4)[CH2:35][CH2:36]1)[CH:10]=[CH:9][CH:8]=3. The yield is 0.480. (3) The reactants are [F:1][CH:2]([F:25])[C:3]1[CH:4]=[CH:5][C:6]([F:24])=[C:7]([C:9]2[CH:14]=[CH:13][C:12]([CH2:15]O)=[CH:11][C:10]=2[C:17]2[C:21]([CH3:23])([CH3:22])[CH2:20][CH2:19][CH:18]=2)[CH:8]=1.S(Cl)([Cl:28])=O. The catalyst is C(Cl)Cl.CN(C=O)C. The product is [Cl:28][CH2:15][C:12]1[CH:13]=[CH:14][C:9]([C:7]2[CH:8]=[C:3]([CH:2]([F:25])[F:1])[CH:4]=[CH:5][C:6]=2[F:24])=[C:10]([C:17]2[C:21]([CH3:23])([CH3:22])[CH2:20][CH2:19][CH:18]=2)[CH:11]=1. The yield is 0.980. (4) The reactants are [C:1]([O:5][C:6]([N:8]1[CH2:13][CH2:12][CH:11]([C:14]2[CH:19]=[CH:18][C:17]([NH2:20])=[CH:16][CH:15]=2)[CH2:10][CH2:9]1)=[O:7])([CH3:4])([CH3:3])[CH3:2].[Br:21]N1C(=O)CCC1=O. The catalyst is C(Cl)Cl.CCOC(C)=O. The product is [C:1]([O:5][C:6]([N:8]1[CH2:13][CH2:12][CH:11]([C:14]2[CH:19]=[CH:18][C:17]([NH2:20])=[C:16]([Br:21])[CH:15]=2)[CH2:10][CH2:9]1)=[O:7])([CH3:4])([CH3:2])[CH3:3]. The yield is 1.00.